Task: Predict the reaction yield, written as a fraction of the theoretical maximum amount of product (1.0 means a 100% yield; for example, 0.34 means a 34% yield).. Dataset: Reaction yield outcomes from USPTO patents with 853,638 reactions (1) The reactants are CC([O-])(C)C.[K+].CC1C=CC(S([CH2:17][N+:18]#[C-])(=O)=O)=CC=1.[F:20][C:21]1[CH:22]=[C:23]([CH:26]=[CH:27][C:28]=1[O:29][CH3:30])[CH:24]=O.CO. The catalyst is C1COCC1.O. The product is [F:20][C:21]1[CH:22]=[C:23]([CH2:24][C:17]#[N:18])[CH:26]=[CH:27][C:28]=1[O:29][CH3:30]. The yield is 0.580. (2) The reactants are [CH3:1][C:2]1[S:6][C:5]([C:7]([OH:9])=[O:8])=[CH:4][C:3]=1[N+:10]([O-:12])=[O:11].S(=O)(=O)(O)O.O.[CH3:19]O. The catalyst is CCOC(C)=O. The product is [CH3:1][C:2]1[S:6][C:5]([C:7]([O:9][CH3:19])=[O:8])=[CH:4][C:3]=1[N+:10]([O-:12])=[O:11]. The yield is 0.690. (3) The reactants are N[C@H:2]([C:7]1[CH:12]=[CH:11][CH:10]=[CH:9][CH:8]=1)[C:3]([O:5][CH3:6])=[O:4].[BrH:13].N([O-])=O.[Na+]. The catalyst is O. The product is [Br:13][C@@H:2]([C:7]1[CH:12]=[CH:11][CH:10]=[CH:9][CH:8]=1)[C:3]([O:5][CH3:6])=[O:4]. The yield is 0.400.